This data is from Catalyst prediction with 721,799 reactions and 888 catalyst types from USPTO. The task is: Predict which catalyst facilitates the given reaction. (1) Reactant: [Cl:1][C:2]1[CH:7]=[CH:6][CH:5]=[C:4]([Cl:8])[C:3]=1[C:9]1[C:13]([CH2:14][O:15][C:16]2[CH:17]=[C:18]3[C:22](=[CH:23][CH:24]=2)[N:21]([CH2:25][C:26]2[N:31]=[C:30]([C:32]([O:34]C)=[O:33])[CH:29]=[CH:28][CH:27]=2)[CH:20]=[CH:19]3)=[C:12]([CH:36]([CH3:38])[CH3:37])[O:11][N:10]=1.[OH-].[Na+]. Product: [Cl:1][C:2]1[CH:7]=[CH:6][CH:5]=[C:4]([Cl:8])[C:3]=1[C:9]1[C:13]([CH2:14][O:15][C:16]2[CH:17]=[C:18]3[C:22](=[CH:23][CH:24]=2)[N:21]([CH2:25][C:26]2[N:31]=[C:30]([C:32]([OH:34])=[O:33])[CH:29]=[CH:28][CH:27]=2)[CH:20]=[CH:19]3)=[C:12]([CH:36]([CH3:38])[CH3:37])[O:11][N:10]=1. The catalyst class is: 83. (2) Reactant: C([O:5][C:6](=[O:28])[C:7]([CH2:21][CH2:22][CH2:23][CH2:24][CH2:25][C:26]#[N:27])([C:15]1[S:19][N:18]=[C:17]([CH3:20])[N:16]=1)C(OC(C)(C)C)=O)(C)(C)C. Product: [C:26]([CH2:25][CH2:24][CH2:23][CH2:22][CH2:21][CH:7]([C:15]1[S:19][N:18]=[C:17]([CH3:20])[N:16]=1)[C:6]([OH:28])=[O:5])#[N:27]. The catalyst class is: 55. (3) The catalyst class is: 5. Product: [N+:16]([C:13]1[CH:14]=[CH:15][C:10]([CH2:9][S:2]([O-:5])(=[O:4])=[O:3])=[CH:11][CH:12]=1)([O-:18])=[O:17].[Na+:6]. Reactant: O.[S:2]([O-:5])([O-:4])=[O:3].[Na+:6].[Na+].Cl[CH2:9][C:10]1[CH:15]=[CH:14][C:13]([N+:16]([O-:18])=[O:17])=[CH:12][CH:11]=1. (4) Reactant: [CH3:1][C:2]1[CH:22]=[CH:21][C:5]([C:6]([NH:8][C:9]2[S:10][C:11]3[CH:17]=[CH:16][C:15]([N+:18]([O-:20])=[O:19])=[CH:14][C:12]=3[N:13]=2)=[O:7])=[CH:4][CH:3]=1.C(=O)([O-])[O-].[K+].[K+].Br[CH:30]([CH2:35][CH3:36])[C:31]([O:33][CH3:34])=[O:32]. Product: [N+:18]([C:15]1[CH:16]=[CH:17][C:11]2[S:10][C:9](=[N:8][C:6](=[O:7])[C:5]3[CH:4]=[CH:3][C:2]([CH3:1])=[CH:22][CH:21]=3)[N:13]([CH:30]([CH2:35][CH3:36])[C:31]([O:33][CH3:34])=[O:32])[C:12]=2[CH:14]=1)([O-:20])=[O:19]. The catalyst class is: 9. (5) Reactant: [CH3:1][O:2][C:3]1[CH:8]=[CH:7][C:6]([CH2:9][NH2:10])=[CH:5][CH:4]=1.Cl[C:12]1[CH:13]=[CH:14][C:15]2[N:16]([CH:18]=[C:19]([CH3:21])[N:20]=2)[N:17]=1. Product: [CH3:1][O:2][C:3]1[CH:8]=[CH:7][C:6]([CH2:9][NH:10][C:12]2[CH:13]=[CH:14][C:15]3[N:16]([CH:18]=[C:19]([CH3:21])[N:20]=3)[N:17]=2)=[CH:5][CH:4]=1. The catalyst class is: 16. (6) Reactant: [OH:1][CH2:2][CH2:3][N:4]1[CH:9]=[CH:8][C:7](=[O:10])[CH:6]=[CH:5]1.[Cl:11][C:12]1[CH:31]=[CH:30][C:15]([NH:16][C:17]2[C:26]3[C:21](=[CH:22][C:23](O)=[C:24]([O:27][CH3:28])[CH:25]=3)[N:20]=[CH:19][N:18]=2)=[C:14]([F:32])[CH:13]=1.C(P(CCCC)CCCC)CCC.N(C(N1CCCCC1)=O)=NC(N1CCCCC1)=O. Product: [ClH:11].[Cl:11][C:12]1[CH:31]=[CH:30][C:15]([NH:16][C:17]2[C:26]3[C:21](=[CH:22][C:23]([O:1][CH2:2][CH2:3][N:4]4[CH:9]=[CH:8][C:7](=[O:10])[CH:6]=[CH:5]4)=[C:24]([O:27][CH3:28])[CH:25]=3)[N:20]=[CH:19][N:18]=2)=[C:14]([F:32])[CH:13]=1. The catalyst class is: 158. (7) Reactant: [N+:1]([C:4]1[CH:9]=[CH:8][CH:7]=[C:6]([C:10]2[CH:15]=[CH:14][N:13]=[CH:12][CH:11]=2)[C:5]=1[C:16]1[CH:21]=[CH:20][C:19]([O:22][CH2:23][C:24]2[CH:33]=[CH:32][C:31]3[C:26](=[CH:27][CH:28]=[CH:29][CH:30]=3)[N:25]=2)=[CH:18][CH:17]=1)([O-])=O.Cl[Sn]Cl.[OH-].[Na+]. Product: [N:13]1[CH:12]=[CH:11][C:10]([C:6]2[C:5]([C:16]3[CH:17]=[CH:18][C:19]([O:22][CH2:23][C:24]4[CH:33]=[CH:32][C:31]5[C:26](=[CH:27][CH:28]=[CH:29][CH:30]=5)[N:25]=4)=[CH:20][CH:21]=3)=[C:4]([NH2:1])[CH:9]=[CH:8][CH:7]=2)=[CH:15][CH:14]=1. The catalyst class is: 161. (8) Reactant: Cl.[CH3:2][O:3][C:4]1[C:9]2[N:10]=[C:11]([NH:13][C:14]([N:16]3[CH2:21][CH2:20][O:19][CH2:18][CH2:17]3)=[O:15])[S:12][C:8]=2[C:7]([CH:22]2[CH2:27][CH2:26][NH:25][CH2:24][CH2:23]2)=[CH:6][CH:5]=1.C(N(CC)CC)C.[CH3:35][O:36][C:37](Cl)=[O:38].C(=O)(O)[O-].[Na+]. Product: [CH3:35][O:36][C:37]([N:25]1[CH2:26][CH2:27][CH:22]([C:7]2[C:8]3[S:12][C:11]([NH:13][C:14]([N:16]4[CH2:21][CH2:20][O:19][CH2:18][CH2:17]4)=[O:15])=[N:10][C:9]=3[C:4]([O:3][CH3:2])=[CH:5][CH:6]=2)[CH2:23][CH2:24]1)=[O:38]. The catalyst class is: 20. (9) Reactant: [Cl:1][C:2]1[CH:23]=[CH:22][C:5]([CH2:6][NH:7][CH2:8][CH:9]2[CH2:14][CH2:13][N:12]([C:15]([O:17][C:18]([CH3:21])([CH3:20])[CH3:19])=[O:16])[CH2:11][CH2:10]2)=[CH:4][CH:3]=1.C(N(CC)CC)C.[C:31](OC(=O)C)(=[O:33])[CH3:32].C(OCC)(=O)C. Product: [C:31]([N:7]([CH2:8][CH:9]1[CH2:14][CH2:13][N:12]([C:15]([O:17][C:18]([CH3:19])([CH3:20])[CH3:21])=[O:16])[CH2:11][CH2:10]1)[CH2:6][C:5]1[CH:22]=[CH:23][C:2]([Cl:1])=[CH:3][CH:4]=1)(=[O:33])[CH3:32]. The catalyst class is: 188. (10) Reactant: [F:1][C:2]([F:15])([F:14])[C:3]1([OH:13])[CH2:12][CH2:11][C:6]2(OCC[O:7]2)[CH2:5][CH2:4]1.Cl. Product: [OH:13][C:3]1([C:2]([F:1])([F:14])[F:15])[CH2:4][CH2:5][C:6](=[O:7])[CH2:11][CH2:12]1. The catalyst class is: 1.